From a dataset of Full USPTO retrosynthesis dataset with 1.9M reactions from patents (1976-2016). Predict the reactants needed to synthesize the given product. (1) Given the product [C:22]([Si:19]([CH3:21])([CH3:20])[O:1][CH2:2][C:3]#[C:4][C:5]1[CH:6]=[C:7]([CH:10]=[C:11]([CH3:13])[CH:12]=1)[CH:8]=[O:9])([CH3:25])([CH3:24])[CH3:23], predict the reactants needed to synthesize it. The reactants are: [OH:1][CH2:2][C:3]#[C:4][C:5]1[CH:6]=[C:7]([CH:10]=[C:11]([CH3:13])[CH:12]=1)[CH:8]=[O:9].N1C=CN=C1.[Si:19](Cl)([C:22]([CH3:25])([CH3:24])[CH3:23])([CH3:21])[CH3:20]. (2) Given the product [N+:18]([C:13]1[C:12](=[O:15])[NH:11][CH:10]=[C:9]([C:4]2[C:3]([C:2]([F:16])([F:1])[F:17])=[CH:8][CH:7]=[CH:6][N:5]=2)[CH:14]=1)([O-:20])=[O:19], predict the reactants needed to synthesize it. The reactants are: [F:1][C:2]([F:17])([F:16])[C:3]1[C:4]([C:9]2[CH:14]=[CH:13][C:12](=[O:15])[NH:11][CH:10]=2)=[N:5][CH:6]=[CH:7][CH:8]=1.[N+:18]([O-])([OH:20])=[O:19].